Dataset: Full USPTO retrosynthesis dataset with 1.9M reactions from patents (1976-2016). Task: Predict the reactants needed to synthesize the given product. (1) Given the product [C:1]1([N:7]2[C:11]3[CH:12]=[CH:13][CH:14]=[CH:15][C:10]=3[N:9]=[C:8]2[CH:16]([NH:18][C:20]2[N:28]=[CH:27][N:26]=[C:25]3[C:21]=2[N:22]=[CH:23][NH:24]3)[CH3:17])[CH:2]=[CH:3][CH:4]=[CH:5][CH:6]=1, predict the reactants needed to synthesize it. The reactants are: [C:1]1([N:7]2[C:11]3[CH:12]=[CH:13][CH:14]=[CH:15][C:10]=3[N:9]=[C:8]2[CH:16]([NH2:18])[CH3:17])[CH:6]=[CH:5][CH:4]=[CH:3][CH:2]=1.Cl[C:20]1[N:28]=[CH:27][N:26]=[C:25]2[C:21]=1[N:22]=[CH:23][NH:24]2.C(O)CCC. (2) Given the product [CH3:1][N:2]1[CH:6]=[C:5]([C:7]2[C:15]3[CH:14]=[C:13]([C:16]4[CH:17]=[CH:18][CH:19]=[CH:20][CH:21]=4)[N:12]=[N:11][C:10]=3[NH:9][CH:8]=2)[CH:4]=[N:3]1, predict the reactants needed to synthesize it. The reactants are: [CH3:1][N:2]1[CH:6]=[C:5]([C:7]2[C:15]3[CH:14]=[C:13]([C:16]4[CH:21]=[CH:20][CH:19]=[CH:18][CH:17]=4)[N:12]=[N:11][C:10]=3[N:9](S(C3C=CC=CC=3)(=O)=O)[CH:8]=2)[CH:4]=[N:3]1.[OH-].[Na+]. (3) Given the product [CH:22]1([C:11]2[CH:16]=[CH:15][CH:14]=[CH:13][C:12]=2[C:17]([F:20])([F:19])[F:18])[CH2:26][CH2:25][CH2:24][CH2:23]1, predict the reactants needed to synthesize it. The reactants are: [Mg].CN(CCN(C)C)C.Br[C:11]1[CH:16]=[CH:15][CH:14]=[CH:13][C:12]=1[C:17]([F:20])([F:19])[F:18].Br[CH:22]1[CH2:26][CH2:25][CH2:24][CH2:23]1.Cl. (4) Given the product [Cl:1][C:2]1[N:3]=[CH:4][CH:5]=[C:6]2[C:10]([C:11]([OH:16])=[O:21])=[CH:9][N:8]([CH2:17][CH2:18][O:19][CH3:20])[C:7]=12, predict the reactants needed to synthesize it. The reactants are: [Cl:1][C:2]1[N:3]=[CH:4][CH:5]=[C:6]2[C:10]([C:11](=[O:16])C(F)(F)F)=[CH:9][N:8]([CH2:17][CH2:18][O:19][CH3:20])[C:7]=12.[OH-:21].[Li+]. (5) Given the product [F:1][C:2]1[CH:3]=[C:4]([NH:21][C:22]([C:24]2[C:25](=[O:55])[N:26]([C:49]3[CH:50]=[CH:51][CH:52]=[CH:53][CH:54]=3)[N:27]([CH2:30][C@H:31]([O:33][C:34](=[O:48])[C@@H:35]([NH2:37])[CH3:36])[CH3:32])[C:28]=2[CH3:29])=[O:23])[CH:5]=[CH:6][C:7]=1[O:8][C:9]1[C:18]2[C:13](=[CH:14][C:15]([O:19][CH3:20])=[CH:16][CH:17]=2)[N:12]=[CH:11][CH:10]=1, predict the reactants needed to synthesize it. The reactants are: [F:1][C:2]1[CH:3]=[C:4]([NH:21][C:22]([C:24]2[C:25](=[O:55])[N:26]([C:49]3[CH:54]=[CH:53][CH:52]=[CH:51][CH:50]=3)[N:27]([CH2:30][C@H:31]([O:33][C:34](=[O:48])[C@@H:35]([NH:37]C(OCC3C=CC=CC=3)=O)[CH3:36])[CH3:32])[C:28]=2[CH3:29])=[O:23])[CH:5]=[CH:6][C:7]=1[O:8][C:9]1[C:18]2[C:13](=[CH:14][C:15]([O:19][CH3:20])=[CH:16][CH:17]=2)[N:12]=[CH:11][CH:10]=1. (6) Given the product [Cl:31][C:32]1[CH:33]=[C:11]([CH:12]=[CH:38][CH:39]=1)[CH2:10][NH:13][C:14]([C:16]1[S:17][CH:18]=[CH:19][C:20]=1[NH:21][C:22]1[CH:27]=[CH:26][N:25]=[C:24]2[NH:28][CH:29]=[CH:30][C:23]=12)=[O:15], predict the reactants needed to synthesize it. The reactants are: C(OC(N1[CH2:12][CH2:11][CH:10]([NH:13][C:14]([C:16]2[S:17][CH:18]=[CH:19][C:20]=2[NH:21][C:22]2[CH:27]=[CH:26][N:25]=[C:24]3[NH:28][CH:29]=[CH:30][C:23]=23)=[O:15])C1)=O)(C)(C)C.[Cl:31][C:32]1[CH:33]=C(C=[CH:38][CH:39]=1)CN.